The task is: Predict hERG channel inhibition at various concentrations.. This data is from hERG Central: cardiac toxicity at 1µM, 10µM, and general inhibition. The compound is Cc1nc(C(=O)Nc2ccc(F)cc2)nn1-c1ccc([N+](=O)[O-])cc1. Results: hERG_inhib (hERG inhibition (general)): blocker.